From a dataset of Reaction yield outcomes from USPTO patents with 853,638 reactions. Predict the reaction yield, written as a fraction of the theoretical maximum amount of product (1.0 means a 100% yield; for example, 0.34 means a 34% yield). (1) The reactants are Cl.[CH3:2][NH:3][CH2:4][CH2:5][CH2:6][C:7]([OH:9])=[O:8].S(Cl)([Cl:12])=O.[CH3:14]O. The yield is 0.880. The product is [ClH:12].[CH3:2][NH:3][CH2:4][CH2:5][CH2:6][C:7]([O:9][CH3:14])=[O:8]. No catalyst specified. (2) The reactants are [Cl-].[CH3:2][S+](C)(C)=O.[OH-:7].[Na+].O1[CH2:14][CH2:13][C:12](=[O:15])[CH2:11][CH2:10]1.[I-:16].[Na+].Cl. The catalyst is O1CCCC1.C(OCC)(=O)C. The product is [I:16][CH2:2][C:12]1([OH:15])[CH2:13][CH2:14][O:7][CH2:10][CH2:11]1. The yield is 0.550. (3) The reactants are [Br:1][C:2]1[CH:3]=[N:4][C:5](Cl)=[N:6][CH:7]=1.[Cl:9][C:10]1[CH:15]=[C:14]([F:16])[C:13]([CH2:17][NH2:18])=[C:12]([F:19])[CH:11]=1. No catalyst specified. The product is [Br:1][C:2]1[CH:3]=[N:4][C:5]([NH:18][CH2:17][C:13]2[C:12]([F:19])=[CH:11][C:10]([Cl:9])=[CH:15][C:14]=2[F:16])=[N:6][CH:7]=1. The yield is 0.600. (4) The reactants are [C:1]([C:4]1[C:5]([C:26]2[CH:35]=[CH:34][C:29]([C:30]([O:32]C)=[O:31])=[CH:28][CH:27]=2)=[N:6][C:7]2[N:8]([N:11]=[CH:12][C:13]=2[C:14]2[CH:15]=[N:16][C:17]([C:20]3[CH:25]=[CH:24][CH:23]=[CH:22][CH:21]=3)=[CH:18][CH:19]=2)[C:9]=1[NH2:10])(=[O:3])[CH3:2].[Li+].[OH-]. No catalyst specified. The product is [C:1]([C:4]1[C:5]([C:26]2[CH:27]=[CH:28][C:29]([C:30]([OH:32])=[O:31])=[CH:34][CH:35]=2)=[N:6][C:7]2[N:8]([N:11]=[CH:12][C:13]=2[C:14]2[CH:15]=[N:16][C:17]([C:20]3[CH:25]=[CH:24][CH:23]=[CH:22][CH:21]=3)=[CH:18][CH:19]=2)[C:9]=1[NH2:10])(=[O:3])[CH3:2]. The yield is 1.00.